From a dataset of Reaction yield outcomes from USPTO patents with 853,638 reactions. Predict the reaction yield, written as a fraction of the theoretical maximum amount of product (1.0 means a 100% yield; for example, 0.34 means a 34% yield). (1) The reactants are [Cl:1][C:2]1[CH:10]=[C:9]2[C:5]([C:6]([CH2:17][OH:18])=[N:7][N:8]2[CH:11]2[CH2:16][CH2:15][CH2:14][CH2:13][O:12]2)=[CH:4][CH:3]=1.CS(C)=O. The catalyst is CCOC(C)=O.O. The product is [Cl:1][C:2]1[CH:10]=[C:9]2[C:5]([C:6]([CH:17]=[O:18])=[N:7][N:8]2[CH:11]2[CH2:16][CH2:15][CH2:14][CH2:13][O:12]2)=[CH:4][CH:3]=1. The yield is 0.920. (2) The reactants are [O:1]1CCC[CH2:2]1.Br[C:7]1[CH:21]=[CH:20][C:10]([CH2:11][O:12][C:13]2[C:18]([F:19])=[CH:17][CH:16]=[CH:15][N:14]=2)=[CH:9][CH:8]=1.C([Li])CCC.CN(C)C=O. The catalyst is O. The product is [F:19][C:18]1[C:13]([O:12][CH2:11][C:10]2[CH:20]=[CH:21][C:7]([CH:2]=[O:1])=[CH:8][CH:9]=2)=[N:14][CH:15]=[CH:16][CH:17]=1. The yield is 0.530. (3) The reactants are C([N:8]1[CH2:13][CH2:12][CH:11]([NH:14][C:15]2[N:24]=[C:23]([N:25]([CH3:27])[CH3:26])[C:22]3[C:17](=[CH:18][CH:19]=[CH:20][CH:21]=3)[N:16]=2)[CH2:10][CH2:9]1)C1C=CC=CC=1. The catalyst is CO.[OH-].[OH-].[Pd+2]. The product is [CH3:26][N:25]([CH3:27])[C:23]1[C:22]2[C:17](=[CH:18][CH:19]=[CH:20][CH:21]=2)[N:16]=[C:15]([NH:14][CH:11]2[CH2:12][CH2:13][NH:8][CH2:9][CH2:10]2)[N:24]=1. The yield is 0.990. (4) The reactants are [H-].[Na+].[CH3:3][CH:4]([C:9]([O:11][CH3:12])=[O:10])[C:5]([O:7][CH3:8])=[O:6].[Br:13][CH2:14][CH2:15][CH2:16]Br.[OH-].[Na+]. The catalyst is CCCCCC. The product is [CH3:8][O:7][C:5](=[O:6])[C:4]([CH2:16][CH2:15][CH2:14][Br:13])([CH3:3])[C:9]([O:11][CH3:12])=[O:10]. The yield is 0.760. (5) The catalyst is CCO.CCOC(C)=O. The yield is 0.260. The reactants are [C:1]([O:7][CH2:8][CH3:9])(=[O:6])[CH2:2][C:3]([CH3:5])=O.[Cl:10][C:11]1[CH:18]=[CH:17][CH:16]=[CH:15][C:12]=1[CH:13]=O.[CH3:19][O:20][C:21](=[O:26])/[CH:22]=[C:23](\[NH2:25])/[CH3:24].CC(O)=O. The product is [Cl:10][C:11]1[CH:18]=[CH:17][CH:16]=[CH:15][C:12]=1[CH:13]1[C:22]([C:21]([O:20][CH3:19])=[O:26])=[C:23]([CH3:24])[NH:25][C:3]([CH3:5])=[C:2]1[C:1]([O:7][CH2:8][CH3:9])=[O:6]. (6) The reactants are [CH3:1][C@@H:2]1[C@H:10]2[C@H:6]([N:7]([C:12]([O:14][C:15]([CH3:18])([CH3:17])[CH3:16])=[O:13])C(=O)[O:9]2)[CH:5]=[C:4]([C:19]2[CH:24]=[CH:23][N:22]=[CH:21][C:20]=2[N+:25]([O-:27])=[O:26])[CH2:3]1.[Li+].[OH-]. The catalyst is C1COCC1.CCOC(C)=O.C([O-])(O)=O.[Na+]. The product is [OH:9][C@@H:10]1[C@H:6]([NH:7][C:12](=[O:13])[O:14][C:15]([CH3:16])([CH3:17])[CH3:18])[CH:5]=[C:4]([C:19]2[CH:24]=[CH:23][N:22]=[CH:21][C:20]=2[N+:25]([O-:27])=[O:26])[CH2:3][C@@H:2]1[CH3:1]. The yield is 0.830. (7) The reactants are [F:1][C:2]([F:35])([F:34])[C:3]1[CH:4]=[C:5]([C:13]([CH3:33])([CH3:32])[C:14]([N:16]([C:18]2[CH:19]=[N:20][C:21](Cl)=[CH:22][C:23]=2[C:24]2[CH:29]=[CH:28][C:27]([F:30])=[CH:26][CH:25]=2)[CH3:17])=[O:15])[CH:6]=[C:7]([C:9]([F:12])([F:11])[F:10])[CH:8]=1.[CH3:36][NH:37][CH2:38][CH2:39][OH:40]. No catalyst specified. The product is [F:1][C:2]([F:35])([F:34])[C:3]1[CH:4]=[C:5]([C:13]([CH3:33])([CH3:32])[C:14]([N:16]([C:18]2[CH:19]=[N:20][C:21]([N:37]([CH2:38][CH2:39][OH:40])[CH3:36])=[CH:22][C:23]=2[C:24]2[CH:29]=[CH:28][C:27]([F:30])=[CH:26][CH:25]=2)[CH3:17])=[O:15])[CH:6]=[C:7]([C:9]([F:12])([F:11])[F:10])[CH:8]=1. The yield is 0.780. (8) The reactants are OC1C2C(=C(N)C=CC=2)N=C(C(O)=O)C=1.C[O:17][C:18]([C:20]1[CH:29]=[C:28]([OH:30])[C:27]2[C:22](=[C:23]([NH2:32])[CH:24]=[C:25]([Cl:31])[CH:26]=2)[N:21]=1)=[O:19]. No catalyst specified. The product is [Cl:31][C:25]1[CH:26]=[C:27]2[C:22](=[C:23]([NH2:32])[CH:24]=1)[N:21]=[C:20]([C:18]([OH:19])=[O:17])[CH:29]=[C:28]2[OH:30]. The yield is 0.780.